This data is from Forward reaction prediction with 1.9M reactions from USPTO patents (1976-2016). The task is: Predict the product of the given reaction. (1) The product is: [C:17]1([CH2:16][O:15][C:13]([N:1]2[CH2:5][CH2:4][CH:3]([C:6]([OH:8])=[O:7])[NH:2]2)=[O:14])[CH:22]=[CH:21][CH:20]=[CH:19][CH:18]=1. Given the reactants [N:1]1([C:13]([O:15][CH2:16][C:17]2[CH:22]=[CH:21][CH:20]=[CH:19][CH:18]=2)=[O:14])[CH2:5][CH2:4][CH:3]([C:6]([O:8]C(C)(C)C)=[O:7])[NH:2]1.Cl.CCOCC, predict the reaction product. (2) Given the reactants ClC1C=C(C#N)C2C=C[N:8]([C:11]3[N:12]([CH2:22][CH3:23])[C:13](=[O:21])[NH:14][C:15](=[O:20])[C:16]=3[CH:17]([CH3:19])[CH3:18])C=2C=1.N1[C:34]2[C:29](=[CH:30][CH:31]=[CH:32][CH:33]=2)[CH:28]=[N:27]1, predict the reaction product. The product is: [CH2:22]([N:12]1[C:11]([N:8]2[C:34]3[C:29](=[CH:30][CH:31]=[CH:32][CH:33]=3)[CH:28]=[N:27]2)=[C:16]([CH:17]([CH3:18])[CH3:19])[C:15](=[O:20])[NH:14][C:13]1=[O:21])[CH3:23]. (3) Given the reactants [OH:1][C:2]([CH3:12])([CH3:11])[C:3]([C:5]1[CH:10]=[CH:9][CH:8]=[CH:7][CH:6]=1)=[O:4].[Al+3].[Cl-:14].[Cl-].[Cl-].[CH2:17]=O.Cl.[OH-].[Na+], predict the reaction product. The product is: [Cl:14][CH2:17][C:7]1[CH:6]=[C:5]([C:3](=[O:4])[C:2]([OH:1])([CH3:12])[CH3:11])[CH:10]=[CH:9][CH:8]=1.